Predict the reaction yield, written as a fraction of the theoretical maximum amount of product (1.0 means a 100% yield; for example, 0.34 means a 34% yield). From a dataset of Reaction yield outcomes from USPTO patents with 853,638 reactions. (1) The reactants are [Br:1][C:2]1[CH:3]=[C:4]([N+:10]([O-:12])=[O:11])[C:5]([CH3:9])=[C:6]([F:8])[CH:7]=1.C1C(=O)N([Br:20])C(=O)C1. The catalyst is C(Cl)(Cl)(Cl)Cl. The product is [Br:1][C:2]1[CH:3]=[C:4]([N+:10]([O-:12])=[O:11])[C:5]([CH2:9][Br:20])=[C:6]([F:8])[CH:7]=1. The yield is 0.780. (2) No catalyst specified. The product is [CH2:22]([O:24][C:14]1[C:15]2[N:16]=[C:8]([C:5]3[CH:4]=[CH:3][C:2]([F:1])=[CH:7][CH:6]=3)[S:9][C:10]=2[N:11]=[C:12]([S:19][CH3:20])[N:13]=1)[CH3:23]. The reactants are [F:1][C:2]1[CH:7]=[CH:6][C:5]([C:8]2[S:9][C:10]3[N:11]=[C:12]([S:19][CH3:20])[N:13]=[C:14](SC)[C:15]=3[N:16]=2)=[CH:4][CH:3]=1.Cl.[CH2:22]([OH:24])[CH3:23]. The yield is 0.600. (3) The yield is 0.850. The catalyst is C1COCC1.CCOC(C)=O.O. The reactants are [H-].C([Al+]CC(C)C)C(C)C.C1(C)C=CC=CC=1.C[O:19][C:20]([C:22]1[C:23]([C:30]2[C:35]([Cl:36])=[CH:34][CH:33]=[CH:32][C:31]=2[Cl:37])=[N:24][O:25][C:26]=1[CH:27]1[CH2:29][CH2:28]1)=O.CO. The product is [CH:27]1([C:26]2[O:25][N:24]=[C:23]([C:30]3[C:31]([Cl:37])=[CH:32][CH:33]=[CH:34][C:35]=3[Cl:36])[C:22]=2[CH2:20][OH:19])[CH2:29][CH2:28]1. (4) The reactants are C(C1C=C(N[CH:11](C2C=CC(OC)=C(OC)C=2)[C:12]([OH:14])=[O:13])C=CC=1)(=O)N.[NH2:25][C:26]1[CH:27]=[C:28]([CH:32]=[CH:33][C:34]=1[F:35])[C:29]([NH2:31])=[O:30].[CH2:36]([C:38]1[CH:39]=[C:40](B(O)O)[CH:41]=[CH:42][C:43]=1[F:44])[CH3:37].O.C(O)(=O)C=O. No catalyst specified. The product is [C:29]([C:28]1[CH:32]=[CH:33][C:34]([F:35])=[C:26]([NH:25][CH:11]([C:40]2[CH:41]=[CH:42][C:43]([F:44])=[C:38]([CH2:36][CH3:37])[CH:39]=2)[C:12]([OH:14])=[O:13])[CH:27]=1)(=[O:30])[NH2:31]. The yield is 0.480. (5) The reactants are [NH:1]1[CH2:5][CH2:4][CH2:3][CH2:2]1.[H-].[Na+].[Cl:8][C:9]1[CH:14]=[C:13](Cl)[CH:12]=[C:11]([Cl:16])[N:10]=1. The catalyst is CS(C)=O. The product is [Cl:8][C:9]1[CH:14]=[C:13]([N:1]2[CH2:5][CH2:4][CH2:3][CH2:2]2)[CH:12]=[C:11]([Cl:16])[N:10]=1. The yield is 0.750. (6) The catalyst is N1C=CC=CC=1. The reactants are [CH3:1][O:2][C:3]1[CH:20]=[CH:19][C:6]([CH2:7][N:8]2[CH:17]=[C:16]3[C:10]([NH:11][CH2:12][CH2:13][CH2:14][C:15]3=O)=[N:9]2)=[CH:5][CH:4]=1.II.[F:23][C:24]1[CH:25]=[N:26][C:27]([NH:30][C:31]([NH2:33])=[S:32])=[N:28][CH:29]=1. The product is [F:23][C:24]1[CH:25]=[N:26][C:27]([NH:30][C:31]2[S:32][C:14]3[CH2:13][CH2:12][NH:11][C:10]4=[N:9][N:8]([CH2:7][C:6]5[CH:19]=[CH:20][C:3]([O:2][CH3:1])=[CH:4][CH:5]=5)[CH:17]=[C:16]4[C:15]=3[N:33]=2)=[N:28][CH:29]=1. The yield is 0.170.